Dataset: Full USPTO retrosynthesis dataset with 1.9M reactions from patents (1976-2016). Task: Predict the reactants needed to synthesize the given product. (1) Given the product [C:40]([O:39][C:38](=[O:44])[NH:37][C:34]1[CH:33]=[CH:32][C:31]([CH:29]2[O:27][N:26]=[C:25]([C:23]3[N:24]=[C:20]([CH:17]4[CH2:16][CH2:15][N:14]([C:12](=[O:13])[CH2:11][N:5]5[C:6]([CH:8]([F:9])[F:10])=[CH:7][C:3]([CH:2]([F:1])[F:28])=[N:4]5)[CH2:19][CH2:18]4)[S:21][CH:22]=3)[CH2:30]2)=[CH:36][CH:35]=1)([CH3:43])([CH3:42])[CH3:41], predict the reactants needed to synthesize it. The reactants are: [F:1][CH:2]([F:28])[C:3]1[CH:7]=[C:6]([CH:8]([F:10])[F:9])[N:5]([CH2:11][C:12]([N:14]2[CH2:19][CH2:18][CH:17]([C:20]3[S:21][CH:22]=[C:23]([CH:25]=[N:26][OH:27])[N:24]=3)[CH2:16][CH2:15]2)=[O:13])[N:4]=1.[CH:29]([C:31]1[CH:36]=[CH:35][C:34]([NH:37][C:38](=[O:44])[O:39][C:40]([CH3:43])([CH3:42])[CH3:41])=[CH:33][CH:32]=1)=[CH2:30].C(=O)([O-])O.[K+].ClN1C(=O)CCC1=O. (2) Given the product [N:3]([C@H:6]1[C:14]2[C:9](=[CH:10][CH:11]=[CH:12][CH:13]=2)[C@H:8]([C:15]2[C:23]3[C:18](=[CH:19][C:20]([O:24][CH3:25])=[CH:21][CH:22]=3)[N:17]([S:32]([C:29]3[CH:30]=[CH:31][C:26]([CH3:36])=[CH:27][CH:28]=3)(=[O:34])=[O:33])[CH:16]=2)[CH2:7]1)=[N+:4]=[N-:5], predict the reactants needed to synthesize it. The reactants are: [H-].[Na+].[N:3]([C@H:6]1[C:14]2[C:9](=[CH:10][CH:11]=[CH:12][CH:13]=2)[C@H:8]([C:15]2[C:23]3[C:18](=[CH:19][C:20]([O:24][CH3:25])=[CH:21][CH:22]=3)[NH:17][CH:16]=2)[CH2:7]1)=[N+:4]=[N-:5].[C:26]1([CH3:36])[CH:31]=[CH:30][C:29]([S:32](Cl)(=[O:34])=[O:33])=[CH:28][CH:27]=1.O.